From a dataset of Catalyst prediction with 721,799 reactions and 888 catalyst types from USPTO. Predict which catalyst facilitates the given reaction. (1) Reactant: [C:1]([N:20]1[CH:24]=[C:23]([CH:25]=[O:26])[N:22]=[CH:21]1)([C:14]1[CH:19]=[CH:18][CH:17]=[CH:16][CH:15]=1)([C:8]1[CH:13]=[CH:12][CH:11]=[CH:10][CH:9]=1)[C:2]1[CH:7]=[CH:6][CH:5]=[CH:4][CH:3]=1.[C:27]1([Mg]Br)[CH:32]=[CH:31][CH:30]=[CH:29][CH:28]=1.Cl. Product: [C:27]1([CH:25]([C:23]2[N:22]=[CH:21][N:20]([C:1]([C:14]3[CH:15]=[CH:16][CH:17]=[CH:18][CH:19]=3)([C:8]3[CH:9]=[CH:10][CH:11]=[CH:12][CH:13]=3)[C:2]3[CH:7]=[CH:6][CH:5]=[CH:4][CH:3]=3)[CH:24]=2)[OH:26])[CH:32]=[CH:31][CH:30]=[CH:29][CH:28]=1. The catalyst class is: 7. (2) Reactant: [NH2:1][C:2]1[CH:10]=[CH:9][C:5]([C:6]([NH2:8])=[O:7])=[CH:4][CH:3]=1.[C:11]1([C:17]2[O:21][N:20]=[CH:19][C:18]=2[CH2:22][CH2:23][C:24](O)=[O:25])[CH:16]=[CH:15][CH:14]=[CH:13][CH:12]=1.O.ON1C2C=CC=CC=2N=N1.Cl.C(N=C=NCCCN(C)C)C. Product: [C:6]([C:5]1[CH:9]=[CH:10][C:2]([NH:1][C:24](=[O:25])[CH2:23][CH2:22][C:18]2[CH:19]=[N:20][O:21][C:17]=2[C:11]2[CH:12]=[CH:13][CH:14]=[CH:15][CH:16]=2)=[CH:3][CH:4]=1)(=[O:7])[NH2:8]. The catalyst class is: 145.